This data is from Full USPTO retrosynthesis dataset with 1.9M reactions from patents (1976-2016). The task is: Predict the reactants needed to synthesize the given product. (1) Given the product [CH:1]1([CH2:7][N:8]2[C:12]([C:13]3[CH:18]=[CH:17][N:16]=[CH:15][CH:14]=3)=[C:11]([C:19]3[CH:24]=[CH:23][C:22]([Cl:25])=[C:21]([Cl:26])[CH:20]=3)[C:10](=[O:27])[N:9]2[CH3:28])[CH2:2][CH2:3][CH2:4][CH2:5][CH2:6]1, predict the reactants needed to synthesize it. The reactants are: [CH:1]1([CH2:7][N:8]2[CH:12]([C:13]3[CH:18]=[CH:17][N:16]=[CH:15][CH:14]=3)[CH:11]([C:19]3[CH:24]=[CH:23][C:22]([Cl:25])=[C:21]([Cl:26])[CH:20]=3)[C:10](=[O:27])[N:9]2[CH3:28])[CH2:6][CH2:5][CH2:4][CH2:3][CH2:2]1.[Br-].[Br-].[Br-].C1([N+](CC)(CC)CC)C=CC=CC=1.C1([N+](CC)(CC)CC)C=CC=CC=1.C1([N+](CC)(CC)CC)C=CC=CC=1. (2) Given the product [CH2:18]([O:17][C:15](=[O:16])[NH:1][CH:2]1[CH2:10][C:9]2[C:4](=[CH:5][C:6]([F:12])=[C:7]([F:11])[CH:8]=2)[C:3]1=[O:13])[C:19]1[CH:24]=[CH:23][CH:22]=[CH:21][CH:20]=1, predict the reactants needed to synthesize it. The reactants are: [NH2:1][CH:2]1[CH2:10][C:9]2[C:4](=[CH:5][C:6]([F:12])=[C:7]([F:11])[CH:8]=2)[C:3]1=[O:13].Cl[C:15]([O:17][CH2:18][C:19]1[CH:24]=[CH:23][CH:22]=[CH:21][CH:20]=1)=[O:16]. (3) Given the product [CH:1]1([C:7]2[CH:16]=[CH:15][C:10]([C:11]([O:13][CH3:14])=[O:12])=[CH:9][CH:8]=2)[CH2:3][CH2:2]1, predict the reactants needed to synthesize it. The reactants are: [CH:1]1([Mg]Br)[CH2:3][CH2:2]1.Br[C:7]1[CH:16]=[CH:15][C:10]([C:11]([O:13][CH3:14])=[O:12])=[CH:9][CH:8]=1.